Dataset: Forward reaction prediction with 1.9M reactions from USPTO patents (1976-2016). Task: Predict the product of the given reaction. (1) Given the reactants [F:1][C:2]1[CH:11]=[C:10]2[C:5]([C:6](=[O:14])[N:7]([CH3:13])[C:8](=[O:12])[NH:9]2)=[CH:4][CH:3]=1.[H-].[Na+].CS(O[CH2:22][CH2:23][N:24]1[CH2:29][CH2:28][CH:27]([NH:30][C:31]([O:33][C:34]([CH3:37])([CH3:36])[CH3:35])=[O:32])[CH2:26][CH2:25]1)(=O)=O.COC1C=C2C(C=CC(=O)N2CCN2CCC(NC(=O)OC(C)(C)C)CC2)=CC=1, predict the reaction product. The product is: [F:1][C:2]1[CH:11]=[C:10]2[C:5]([C:6](=[O:14])[N:7]([CH3:13])[C:8](=[O:12])[N:9]2[CH2:22][CH2:23][N:24]2[CH2:29][CH2:28][CH:27]([NH:30][C:31](=[O:32])[O:33][C:34]([CH3:37])([CH3:36])[CH3:35])[CH2:26][CH2:25]2)=[CH:4][CH:3]=1. (2) Given the reactants [Cl:1][C:2]1[CH:7]=[CH:6][CH:5]=[CH:4][C:3]=1[CH2:8][C:9]([OH:11])=[O:10].[CH3:12][CH2:13]O.OS(O)(=O)=O, predict the reaction product. The product is: [Cl:1][C:2]1[CH:7]=[CH:6][CH:5]=[CH:4][C:3]=1[CH2:8][C:9]([O:11][CH2:12][CH3:13])=[O:10]. (3) Given the reactants [CH2:1]([N:8]1[CH2:13][CH2:12][O:11][C@H:10]([CH2:14][O:15][C:16]2[CH:21]=[CH:20][C:19](Br)=[CH:18][CH:17]=2)[CH2:9]1)[C:2]1[CH:7]=[CH:6][CH:5]=[CH:4][CH:3]=1.[C:23]1(B(O)O)[CH:28]=[CH:27]C=[CH:25][CH:24]=1.C(=O)([O-])[O-].[K+].[K+].C[N:39](C=O)C.O, predict the reaction product. The product is: [CH2:1]([N:8]1[CH2:13][CH2:12][O:11][C@H:10]([CH2:14][O:15][C:16]2[CH:21]=[CH:20][C:19]([C:24]3[CH:25]=[N:39][CH:27]=[CH:28][CH:23]=3)=[CH:18][CH:17]=2)[CH2:9]1)[C:2]1[CH:7]=[CH:6][CH:5]=[CH:4][CH:3]=1. (4) Given the reactants [F:1][C:2]([CH3:18])([CH3:17])[C@@H:3]([CH:13]1[CH2:16][NH:15][CH2:14]1)[C:4]1[CH:9]=[C:8]([S:10][CH3:11])[CH:7]=[C:6]([F:12])[CH:5]=1.Br[CH:20]([C:29]1[CH:34]=[CH:33][C:32]([Cl:35])=[CH:31][CH:30]=1)[C:21]1[CH:22]=[C:23]([CH:26]=[CH:27][CH:28]=1)[C:24]#[N:25].C([O-])([O-])=O.[Cs+].[Cs+], predict the reaction product. The product is: [Cl:35][C:32]1[CH:31]=[CH:30][C:29]([C@H:20]([N:15]2[CH2:16][CH:13]([C@@H:3]([C:4]3[CH:9]=[C:8]([S:10][CH3:11])[CH:7]=[C:6]([F:12])[CH:5]=3)[C:2]([F:1])([CH3:18])[CH3:17])[CH2:14]2)[C:21]2[CH:22]=[C:23]([CH:26]=[CH:27][CH:28]=2)[C:24]#[N:25])=[CH:34][CH:33]=1. (5) Given the reactants [NH2:1][CH2:2][C@@H:3]1[C@H:8]([CH3:9])[CH2:7][CH2:6][CH2:5][N:4]1[C:10]([C:12]1[CH:17]=[C:16]([CH3:18])[CH:15]=[CH:14][C:13]=1C1C=NN(C)C=1)=[O:11].CC1C([N:35]2[N:39]=[CH:38][CH:37]=[N:36]2)=C(C=CC=1)C(O)=O, predict the reaction product. The product is: [NH2:1][CH2:2][C@@H:3]1[C@H:8]([CH3:9])[CH2:7][CH2:6][CH2:5][N:4]1[C:10]([C:12]1[CH:13]=[CH:14][CH:15]=[C:16]([CH3:18])[C:17]=1[N:35]1[N:39]=[CH:38][CH:37]=[N:36]1)=[O:11]. (6) Given the reactants [H-].[Na+].[CH:3]1([C:9]([NH:11][C:12]2[CH:17]=[CH:16][C:15]([N+:18]([O-:20])=[O:19])=[C:14]([F:21])[CH:13]=2)=[O:10])[CH2:8][CH2:7][CH2:6][CH2:5][CH2:4]1.[CH3:22]I, predict the reaction product. The product is: [CH:3]1([C:9]([N:11]([C:12]2[CH:17]=[CH:16][C:15]([N+:18]([O-:20])=[O:19])=[C:14]([F:21])[CH:13]=2)[CH3:22])=[O:10])[CH2:4][CH2:5][CH2:6][CH2:7][CH2:8]1.